The task is: Regression. Given two drug SMILES strings and cell line genomic features, predict the synergy score measuring deviation from expected non-interaction effect.. This data is from NCI-60 drug combinations with 297,098 pairs across 59 cell lines. (1) Drug 1: C1=C(C(=O)NC(=O)N1)F. Drug 2: N.N.Cl[Pt+2]Cl. Cell line: SW-620. Synergy scores: CSS=40.6, Synergy_ZIP=0.717, Synergy_Bliss=-2.68, Synergy_Loewe=-8.76, Synergy_HSA=-5.97. (2) Drug 1: C1CN1C2=NC(=NC(=N2)N3CC3)N4CC4. Drug 2: C1=CC=C(C(=C1)C(C2=CC=C(C=C2)Cl)C(Cl)Cl)Cl. Cell line: U251. Synergy scores: CSS=33.1, Synergy_ZIP=0.657, Synergy_Bliss=0.272, Synergy_Loewe=-22.4, Synergy_HSA=-0.330.